From a dataset of Full USPTO retrosynthesis dataset with 1.9M reactions from patents (1976-2016). Predict the reactants needed to synthesize the given product. (1) Given the product [CH3:14][O:13][CH:12]([O:15][CH3:16])[C:11]1[N:10]=[C:9]2[C:4]([CH2:5][CH2:6][CH2:7][NH:8]2)=[CH:3][C:2]=1[N:20]1[CH:21]=[N:22][C:18]([CH3:17])=[N:19]1, predict the reactants needed to synthesize it. The reactants are: Br[C:2]1[CH:3]=[C:4]2[C:9](=[N:10][C:11]=1[CH:12]([O:15][CH3:16])[O:13][CH3:14])[NH:8][CH2:7][CH2:6][CH2:5]2.[CH3:17][C:18]1[N:22]=[CH:21][NH:20][N:19]=1.C([O-])([O-])=O.[Cs+].[Cs+]. (2) Given the product [F:1][C:2]1[CH:3]=[C:4]([NH:5][C:47]([C:44]2[C:45](=[O:46])[N:40]([C:37]3[CH:38]=[CH:39][C:34]([F:33])=[CH:35][CH:36]=3)[N:41]=[CH:42][CH:43]=2)=[O:48])[CH:6]=[CH:7][C:8]=1[O:9][C:10]1[C:19]2[C:14](=[CH:15][C:16]([O:22][CH2:23][CH2:24][CH2:25][N:26]3[CH2:27][CH2:28][N:29]([CH3:32])[CH2:30][CH2:31]3)=[C:17]([O:20][CH3:21])[CH:18]=2)[N:13]=[CH:12][CH:11]=1, predict the reactants needed to synthesize it. The reactants are: [F:1][C:2]1[CH:3]=[C:4]([CH:6]=[CH:7][C:8]=1[O:9][C:10]1[C:19]2[C:14](=[CH:15][C:16]([O:22][CH2:23][CH2:24][CH2:25][N:26]3[CH2:31][CH2:30][N:29]([CH3:32])[CH2:28][CH2:27]3)=[C:17]([O:20][CH3:21])[CH:18]=2)[N:13]=[CH:12][CH:11]=1)[NH2:5].[F:33][C:34]1[CH:39]=[CH:38][C:37]([N:40]2[C:45](=[O:46])[C:44]([C:47](O)=[O:48])=[CH:43][CH:42]=[N:41]2)=[CH:36][CH:35]=1. (3) Given the product [CH3:1][C:2]1([CH3:13])[C:10]2[CH:9]=[N:8][C:7]([S:11][CH3:12])=[N:6][C:5]=2[N:4]([S:26]([C:24]2[CH:23]=[CH:22][CH:21]=[C:20]3[C:25]=2[N:16]=[CH:17][CH:18]=[CH:19]3)(=[O:27])=[O:28])[CH2:3]1, predict the reactants needed to synthesize it. The reactants are: [CH3:1][C:2]1([CH3:13])[C:10]2[CH:9]=[N:8][C:7]([S:11][CH3:12])=[N:6][C:5]=2[NH:4][CH2:3]1.[H-].[Na+].[N:16]1[C:25]2[C:20](=[CH:21][CH:22]=[CH:23][C:24]=2[S:26](Cl)(=[O:28])=[O:27])[CH:19]=[CH:18][CH:17]=1.C(OCC)(=O)C.CCCCCC. (4) Given the product [C:7]12([C:17]3[N:18]=[C:19]4[N:23]([CH:24]=3)[C:22]([C:25]3[CH:30]=[CH:29][CH:28]=[C:27]([NH:35][C:32](=[O:34])[CH3:33])[CH:26]=3)=[CH:21][S:20]4)[CH2:16][CH:11]3[CH2:12][CH:13]([CH2:15][CH:9]([CH2:10]3)[CH2:8]1)[CH2:14]2, predict the reactants needed to synthesize it. The reactants are: CNCCNC.[C:7]12([C:17]3[N:18]=[C:19]4[N:23]([CH:24]=3)[C:22]([C:25]3[CH:30]=[CH:29][CH:28]=[C:27](Br)[CH:26]=3)=[CH:21][S:20]4)[CH2:16][CH:11]3[CH2:12][CH:13]([CH2:15][CH:9]([CH2:10]3)[CH2:8]1)[CH2:14]2.[C:32]([NH2:35])(=[O:34])[CH3:33].P([O-])([O-])([O-])=O.[K+].[K+].[K+].